This data is from Full USPTO retrosynthesis dataset with 1.9M reactions from patents (1976-2016). The task is: Predict the reactants needed to synthesize the given product. (1) The reactants are: [C:1]([O:5][C:6]([N:8]1[CH2:13][CH2:12][C@:11]([OH:26])([C:14]2[CH:19]=[CH:18][C:17]([CH2:20][O:21][CH2:22][CH2:23][O:24][CH3:25])=[CH:16][CH:15]=2)[C@@H:10]([O:27][CH2:28][C:29]2[CH:30]=[CH:31][C:32]3[O:37][CH2:36][C:35](=O)[N:34]([CH2:39][CH2:40][CH2:41][O:42][CH3:43])[C:33]=3[CH:44]=2)[CH2:9]1)=[O:7])([CH3:4])([CH3:3])[CH3:2].B.C1COCC1.CO. Given the product [C:1]([O:5][C:6]([N:8]1[CH2:13][CH2:12][C@:11]([OH:26])([C:14]2[CH:15]=[CH:16][C:17]([CH2:20][O:21][CH2:22][CH2:23][O:24][CH3:25])=[CH:18][CH:19]=2)[C@@H:10]([O:27][CH2:28][C:29]2[CH:30]=[CH:31][C:32]3[O:37][CH2:36][CH2:35][N:34]([CH2:39][CH2:40][CH2:41][O:42][CH3:43])[C:33]=3[CH:44]=2)[CH2:9]1)=[O:7])([CH3:3])([CH3:4])[CH3:2], predict the reactants needed to synthesize it. (2) Given the product [CH3:28][N:29]([CH3:38])[CH2:30][CH2:31][N:32]1[CH2:37][CH2:36][N:35]([C:14]([C:13]2[CH:17]=[CH:18][CH:19]=[C:11]([C:8]3[CH:9]=[C:10]4[C:2]([I:1])=[N:3][N:4]([CH2:20][O:21][CH2:22][CH2:23][Si:24]([CH3:27])([CH3:25])[CH3:26])[C:5]4=[N:6][CH:7]=3)[CH:12]=2)=[O:16])[CH2:34][CH2:33]1, predict the reactants needed to synthesize it. The reactants are: [I:1][C:2]1[C:10]2[C:5](=[N:6][CH:7]=[C:8]([C:11]3[CH:12]=[C:13]([CH:17]=[CH:18][CH:19]=3)[C:14]([OH:16])=O)[CH:9]=2)[N:4]([CH2:20][O:21][CH2:22][CH2:23][Si:24]([CH3:27])([CH3:26])[CH3:25])[N:3]=1.[CH3:28][N:29]([CH3:38])[CH2:30][CH2:31][N:32]1[CH2:37][CH2:36][NH:35][CH2:34][CH2:33]1.F[P-](F)(F)(F)(F)F.N1(OC(N(C)C)=[N+](C)C)C2N=CC=CC=2N=N1.C(N(CC)CC)C. (3) Given the product [OH:1][CH2:2][CH2:3][CH2:4][CH2:5][C:7]1[C:15]2[C:10](=[CH:11][CH:12]=[C:13]([C:16]#[N:17])[CH:14]=2)[NH:9][CH:8]=1, predict the reactants needed to synthesize it. The reactants are: [OH:1][CH2:2][CH2:3][CH2:4][C:5]([C:7]1[C:15]2[C:10](=[CH:11][CH:12]=[C:13]([C:16]#[N:17])[CH:14]=2)[NH:9][CH:8]=1)=O.C(#N)C.C([BH3-])#N.[Na+].Cl. (4) Given the product [CH3:16][CH:17]1[CH2:22][CH2:21][CH:20]([NH:23][S:10]([NH:13][C:14](=[O:15])[O:8][CH2:1][C:2]2[CH:7]=[CH:6][CH:5]=[CH:4][CH:3]=2)(=[O:12])=[O:11])[CH2:19][CH2:18]1, predict the reactants needed to synthesize it. The reactants are: [CH2:1]([OH:8])[C:2]1[CH:7]=[CH:6][CH:5]=[CH:4][CH:3]=1.Cl[S:10]([N:13]=[C:14]=[O:15])(=[O:12])=[O:11].[CH3:16][CH:17]1[CH2:22][CH2:21][CH:20]([NH2:23])[CH2:19][CH2:18]1.Cl. (5) Given the product [C:25](=[O:27])([O:24][CH:8]([C:5]1[CH:6]=[CH:7][C:2]([F:1])=[CH:3][CH:4]=1)[CH2:9][CH2:10][N:11]1[CH2:16][CH2:15][N:14]([C:17]2[CH:22]=[CH:21][C:20]([O:23][C:37](=[O:38])[C:36]([CH3:41])([CH3:40])[CH3:35])=[CH:19][CH:18]=2)[CH2:13][CH2:12]1)[NH2:26], predict the reactants needed to synthesize it. The reactants are: [F:1][C:2]1[CH:7]=[CH:6][C:5]([CH:8]([O:24][C:25](=[O:27])[NH2:26])[CH2:9][CH2:10][N:11]2[CH2:16][CH2:15][N:14]([C:17]3[CH:22]=[CH:21][C:20]([OH:23])=[CH:19][CH:18]=3)[CH2:13][CH2:12]2)=[CH:4][CH:3]=1.C(N(CC)CC)C.[CH3:35][C:36]([CH3:41])([CH3:40])[C:37](Cl)=[O:38]. (6) Given the product [CH2:24]([O:26][P:27]([CH2:32][NH:33][C:21]([C:18]1[CH:17]=[CH:16][C:15]2[C:20](=[C:11]([C:1]3[C:10]4[C:5](=[CH:6][CH:7]=[CH:8][CH:9]=4)[CH:4]=[CH:3][CH:2]=3)[CH:12]=[CH:13][CH:14]=2)[N:19]=1)=[O:22])(=[O:31])[O:28][CH2:29][CH3:30])[CH3:25], predict the reactants needed to synthesize it. The reactants are: [C:1]1([C:11]2[CH:12]=[CH:13][CH:14]=[C:15]3[C:20]=2[N:19]=[C:18]([C:21](O)=[O:22])[CH:17]=[CH:16]3)[C:10]2[C:5](=[CH:6][CH:7]=[CH:8][CH:9]=2)[CH:4]=[CH:3][CH:2]=1.[CH2:24]([O:26][P:27]([CH2:32][NH2:33])(=[O:31])[O:28][CH2:29][CH3:30])[CH3:25].CCN(CC)CC.CCCP(=O)=O.